Dataset: Full USPTO retrosynthesis dataset with 1.9M reactions from patents (1976-2016). Task: Predict the reactants needed to synthesize the given product. (1) Given the product [Si:1]([O:8][CH2:9][C:10]12[CH2:15][C:14]1([NH:16][C:17](=[O:23])[O:18][C:19]([CH3:22])([CH3:21])[CH3:20])[CH2:13][N:12]([C:27]1[C:28]([F:32])=[CH:29][N:30]=[C:25]([Cl:24])[N:26]=1)[CH2:11]2)([C:4]([CH3:7])([CH3:6])[CH3:5])([CH3:3])[CH3:2], predict the reactants needed to synthesize it. The reactants are: [Si:1]([O:8][CH2:9][C:10]12[CH2:15][C:14]1([NH:16][C:17](=[O:23])[O:18][C:19]([CH3:22])([CH3:21])[CH3:20])[CH2:13][NH:12][CH2:11]2)([C:4]([CH3:7])([CH3:6])[CH3:5])([CH3:3])[CH3:2].[Cl:24][C:25]1[N:30]=[C:29](Cl)[C:28]([F:32])=[CH:27][N:26]=1. (2) The reactants are: Cl[C:2]1[N:11]=[C:10]([NH:12][CH2:13][CH:14]([C:21]2[CH:26]=[CH:25][CH:24]=[CH:23][CH:22]=2)[C:15]2[CH:20]=[CH:19][CH:18]=[CH:17][CH:16]=2)[C:9]2[C:4](=[CH:5][CH:6]=[CH:7][CH:8]=2)[N:3]=1.[CH3:27][N:28]1[CH:36]=[C:35]2[C:30]([CH:31]=[CH:32][C:33](B(O)O)=[CH:34]2)=[N:29]1.C(NC1C2C(=CC=CC=2)N=C(C2SC3C=CC=CC=3C=2)N=1)(C1C=CC=CC=1)C1C=CC=CC=1. Given the product [C:15]1([CH:14]([C:21]2[CH:26]=[CH:25][CH:24]=[CH:23][CH:22]=2)[CH2:13][NH:12][C:10]2[C:9]3[C:4](=[CH:5][CH:6]=[CH:7][CH:8]=3)[N:3]=[C:2]([C:33]3[CH:32]=[CH:31][C:30]4[C:35](=[CH:36][N:28]([CH3:27])[N:29]=4)[CH:34]=3)[N:11]=2)[CH:20]=[CH:19][CH:18]=[CH:17][CH:16]=1, predict the reactants needed to synthesize it. (3) Given the product [F:11][C:12]1[C:13]([NH:29][C:30]2[CH:35]=[CH:34][C:33]([I:36])=[CH:32][C:31]=2[F:37])=[C:14]([C:19]([N:21]2[CH2:24][C:23]([CH2:26][CH:27]=[O:28])([OH:25])[CH2:22]2)=[O:20])[CH:15]=[CH:16][C:17]=1[F:18], predict the reactants needed to synthesize it. The reactants are: C(Cl)(=O)C(Cl)=O.CS(C)=O.[F:11][C:12]1[C:13]([NH:29][C:30]2[CH:35]=[CH:34][C:33]([I:36])=[CH:32][C:31]=2[F:37])=[C:14]([C:19]([N:21]2[CH2:24][C:23]([CH2:26][CH2:27][OH:28])([OH:25])[CH2:22]2)=[O:20])[CH:15]=[CH:16][C:17]=1[F:18].C(N(CC)CC)C. (4) Given the product [NH2:4][C:3]1[NH:5][CH:17]([CH:16]([CH3:26])[CH3:15])[C:18]([C:19]([O:21][CH:22]([CH3:23])[CH3:24])=[O:20])=[C:11]([C:10]2[CH:13]=[CH:14][C:7]([F:6])=[CH:8][CH:9]=2)[N:2]=1, predict the reactants needed to synthesize it. The reactants are: Cl.[NH2:2][C:3]([NH2:5])=[NH:4].[F:6][C:7]1[CH:14]=[CH:13][C:10]([CH:11]=O)=[CH:9][CH:8]=1.[CH3:15][CH:16]([CH3:26])[C:17](=O)[CH2:18][C:19]([O:21][CH:22]([CH3:24])[CH3:23])=[O:20].C(=O)([O-])[O-].[K+].[K+]. (5) The reactants are: [N:1]1([C:7]2[CH:12]=[CH:11][C:10]([NH:13][C:14]([C:16]3[CH2:21][CH2:20][CH2:19][CH2:18][C:17]=3[C:22]3[CH:27]=[CH:26][C:25]([C:28]([F:31])([F:30])[F:29])=[CH:24][CH:23]=3)=[O:15])=[CH:9][CH:8]=2)[CH2:6][CH2:5][NH:4][CH2:3][CH2:2]1.Br[CH2:33][C:34]([O:36][CH2:37][CH3:38])=[O:35].C(=O)([O-])[O-].[K+].[K+]. Given the product [F:30][C:28]([F:29])([F:31])[C:25]1[CH:24]=[CH:23][C:22]([C:17]2[CH2:18][CH2:19][CH2:20][CH2:21][C:16]=2[C:14]([NH:13][C:10]2[CH:9]=[CH:8][C:7]([N:1]3[CH2:6][CH2:5][N:4]([CH2:33][C:34]([O:36][CH2:37][CH3:38])=[O:35])[CH2:3][CH2:2]3)=[CH:12][CH:11]=2)=[O:15])=[CH:27][CH:26]=1, predict the reactants needed to synthesize it.